From a dataset of Catalyst prediction with 721,799 reactions and 888 catalyst types from USPTO. Predict which catalyst facilitates the given reaction. (1) The catalyst class is: 87. Product: [C:16]([C:6]1[CH:5]=[C:4]([CH:9]=[C:8]([C:10]([CH3:13])([CH3:12])[CH3:11])[C:7]=1[O:14][CH3:15])[C:3]([OH:20])=[O:2])([CH3:19])([CH3:18])[CH3:17]. Reactant: C[O:2][C:3](=[O:20])[C:4]1[CH:9]=[C:8]([C:10]([CH3:13])([CH3:12])[CH3:11])[C:7]([O:14][CH3:15])=[C:6]([C:16]([CH3:19])([CH3:18])[CH3:17])[CH:5]=1.[Li+].[OH-]. (2) Reactant: [H-].[Na+].N[C:4]1C=CC=CC=1.[CH3:10][C:11]1[CH2:15][C:14]([CH3:16])=[C:13]([CH3:17])[C:12]=1[CH3:18].ClC[SiH:21]([C:29]1[CH:34]=[CH:33][C:32]([CH3:35])=[CH:31][CH:30]=1)[C:22]1[CH:27]=[CH:26][C:25]([CH3:28])=[CH:24][CH:23]=1.C(=O)([O-])O.[Na+].C(=O)([O-])[O-].[Na+].[Na+]. Product: [CH3:18][C:12]1[C:11]([SiH:21]([C:29]2[CH:30]=[CH:31][C:32]([CH3:35])=[CH:33][CH:34]=2)[C:22]2[CH:23]=[CH:24][C:25]([CH3:28])=[CH:26][CH:27]=2)([CH3:10])[C:15]([CH3:4])=[C:14]([CH3:16])[C:13]=1[CH3:17]. The catalyst class is: 207.